This data is from Catalyst prediction with 721,799 reactions and 888 catalyst types from USPTO. The task is: Predict which catalyst facilitates the given reaction. (1) Reactant: [C:1]([O:5][C:6]([NH:8][CH2:9][C:10]([OH:12])=O)=[O:7])([CH3:4])([CH3:3])[CH3:2].C1N=CN(C(N2C=NC=C2)=O)C=1.[CH3:25][NH:26][O:27][CH3:28]. Product: [CH3:28][O:27][N:26]([CH3:25])[C:10](=[O:12])[CH2:9][NH:8][C:6](=[O:7])[O:5][C:1]([CH3:2])([CH3:3])[CH3:4]. The catalyst class is: 7. (2) Reactant: [OH:1][C:2]1[C:3]([C:20](=[O:22])[CH3:21])=[CH:4][C:5]2[CH:11]([CH3:12])[CH2:10][N:9]([C:13](=[O:18])C(F)(F)F)[CH2:8][CH2:7][C:6]=2[CH:19]=1.[OH-:23].[Na+]. Product: [C:20]([C:3]1[C:2]([OH:1])=[CH:19][C:6]2[CH2:7][CH2:8][N:9]([C:13]([O:23][C:3]([CH3:20])([CH3:4])[CH3:2])=[O:18])[CH2:10][CH:11]([CH3:12])[C:5]=2[CH:4]=1)(=[O:22])[CH3:21]. The catalyst class is: 5. (3) Product: [Br:1][C:2]1[C:3](=[O:28])[N:4]([C:20]2[C:21]([F:27])=[CH:22][CH:23]=[CH:24][C:25]=2[F:26])[C:5]([C:18]([OH:31])=[O:19])=[CH:6][C:7]=1[O:8][CH2:9][C:10]1[CH:15]=[CH:14][C:13]([F:16])=[CH:12][C:11]=1[F:17]. The catalyst class is: 21. Reactant: [Br:1][C:2]1[C:3](=[O:28])[N:4]([C:20]2[C:25]([F:26])=[CH:24][CH:23]=[CH:22][C:21]=2[F:27])[C:5]([CH2:18][OH:19])=[CH:6][C:7]=1[O:8][CH2:9][C:10]1[CH:15]=[CH:14][C:13]([F:16])=[CH:12][C:11]=1[F:17].CC(C)=[O:31].OS(O)(=O)=O.O=[Cr](=O)=O. (4) Reactant: [Mg].Br[C:3]1[CH:4]=[C:5]([F:9])[CH:6]=[CH:7][CH:8]=1.[C:10]1([P:16](Cl)([C:18]2[CH:23]=[CH:22][CH:21]=[CH:20][CH:19]=2)=[O:17])[CH:15]=[CH:14][CH:13]=[CH:12][CH:11]=1.Cl.OO. Product: [C:10]1([P:16]([C:3]2[CH:4]=[C:5]([F:9])[CH:6]=[CH:7][CH:8]=2)([C:18]2[CH:23]=[CH:22][CH:21]=[CH:20][CH:19]=2)=[O:17])[CH:11]=[CH:12][CH:13]=[CH:14][CH:15]=1. The catalyst class is: 1. (5) Reactant: C(CC1C=CC(OC)=C([N:10]2[C:19]3[C:14](=[CH:15][C:16]([S:20]([N:23]([C:33]4[CH:37]=[CH:36][O:35][N:34]=4)CC4C=CC(OC)=CC=4)(=[O:22])=[O:21])=[CH:17][CH:18]=3)[CH:13]=[CH:12][C:11]2=[O:38])C=1)#N.C(O)(C(F)(F)F)=O. Product: [O:35]1[CH:36]=[CH:37][C:33]([NH:23][S:20]([C:16]2[CH:15]=[C:14]3[C:19](=[CH:18][CH:17]=2)[NH:10][C:11](=[O:38])[CH:12]=[CH:13]3)(=[O:22])=[O:21])=[N:34]1. The catalyst class is: 2. (6) Reactant: C([O:4][C:5]1[C:6]([S:11][CH2:12][C:13]([O:15][CH3:16])=[O:14])=[N:7][CH:8]=[CH:9][CH:10]=1)(=O)C.C(=O)([O-])[O-].[K+].[K+].CO. Product: [OH:4][C:5]1[C:6]([S:11][CH2:12][C:13]([O:15][CH3:16])=[O:14])=[N:7][CH:8]=[CH:9][CH:10]=1. The catalyst class is: 6.